This data is from Forward reaction prediction with 1.9M reactions from USPTO patents (1976-2016). The task is: Predict the product of the given reaction. (1) Given the reactants Cl.[Cl:2][C:3]1[CH:4]=[C:5]2[C:10](=[CH:11][CH:12]=1)[CH:9]=[C:8]([S:13]([NH:16][C@H:17]1[CH2:21][CH2:20][N:19]([C:22]3[CH:23]=[CH:24][C:25]4[CH2:31][NH:30][CH2:29][CH2:28][CH2:27][C:26]=4[CH:32]=3)[C:18]1=[O:33])(=[O:15])=[O:14])[CH:7]=[CH:6]2.C=O.[CH:36]([OH:38])=[O:37], predict the reaction product. The product is: [CH:36]([OH:38])=[O:37].[Cl:2][C:3]1[CH:4]=[C:5]2[C:10](=[CH:11][CH:12]=1)[CH:9]=[C:8]([S:13]([NH:16][C@H:17]1[CH2:21][CH2:20][N:19]([C:22]3[CH:23]=[CH:24][C:25]4[CH2:31][N:30]([CH3:36])[CH2:29][CH2:28][CH2:27][C:26]=4[CH:32]=3)[C:18]1=[O:33])(=[O:15])=[O:14])[CH:7]=[CH:6]2. (2) Given the reactants [O:1]1[CH2:5][CH2:4][CH:3]([CH2:6][C:7]#N)[CH2:2]1.[OH-:9].[Na+].CCO.[OH2:14], predict the reaction product. The product is: [O:1]1[CH2:5][CH2:4][CH:3]([CH2:6][C:7]([OH:14])=[O:9])[CH2:2]1. (3) Given the reactants [Cl:1][C:2]1[CH:3]=[C:4]([N:9]=[CH:10][C:11]2[CH:16]=[CH:15][N:14]=[C:13]([N:17]([C:24]3[CH:29]=[CH:28][CH:27]=[CH:26][CH:25]=3)[C:18]3[CH:23]=[CH:22][CH:21]=[CH:20][CH:19]=3)[C:12]=2[OH:30])[CH:5]=[CH:6][C:7]=1[F:8].C(O)C(F)(F)F.[Si]([C:41]#[N:42])(C)(C)C, predict the reaction product. The product is: [Cl:1][C:2]1[CH:3]=[C:4]([NH:9][C:10]2[C:11]3[C:12](=[C:13]([N:17]([C:18]4[CH:23]=[CH:22][CH:21]=[CH:20][CH:19]=4)[C:24]4[CH:25]=[CH:26][CH:27]=[CH:28][CH:29]=4)[N:14]=[CH:15][CH:16]=3)[O:30][C:41]=2[NH2:42])[CH:5]=[CH:6][C:7]=1[F:8]. (4) The product is: [CH2:8]([O:7][CH2:6][C:2]1[O:1][CH:5]=[CH:4][CH:3]=1)[CH:12]1[O:11][CH2:10]1. Given the reactants [O:1]1[CH:5]=[CH:4][CH:3]=[C:2]1[CH2:6][OH:7].[CH2:8]1[CH2:12][O:11][CH2:10]C1, predict the reaction product. (5) Given the reactants C([Li])CCC.[C:6]([O:10][CH2:11][CH3:12])(=[O:9])[C:7]#[CH:8].I[C:14]1[CH:15]=[C:16]([CH:19]=[CH:20][CH:21]=1)[C:17]#[N:18], predict the reaction product. The product is: [C:17]([C:16]1[CH:15]=[C:14]([C:8]#[C:7][C:6]([O:10][CH2:11][CH3:12])=[O:9])[CH:21]=[CH:20][CH:19]=1)#[N:18]. (6) Given the reactants [Cl:1][C:2]1[CH:7]=[CH:6][C:5]([N+:8]([O-])=O)=[CH:4][C:3]=1[NH:11][C:12](=[O:19])[C:13]1[CH:18]=[CH:17][CH:16]=[N:15][CH:14]=1.O.O.[Sn](Cl)Cl.C(Cl)Cl, predict the reaction product. The product is: [NH2:8][C:5]1[CH:6]=[CH:7][C:2]([Cl:1])=[C:3]([NH:11][C:12](=[O:19])[C:13]2[CH:18]=[CH:17][CH:16]=[N:15][CH:14]=2)[CH:4]=1.